This data is from Peptide-MHC class II binding affinity with 134,281 pairs from IEDB. The task is: Regression. Given a peptide amino acid sequence and an MHC pseudo amino acid sequence, predict their binding affinity value. This is MHC class II binding data. (1) The binding affinity (normalized) is 0.180. The MHC is HLA-DQA10102-DQB10602 with pseudo-sequence HLA-DQA10102-DQB10602. The peptide sequence is DKLTGPFTVRYTTEG. (2) The MHC is DRB1_1101 with pseudo-sequence DRB1_1101. The peptide sequence is SDTPYRVNRYTKSAH. The binding affinity (normalized) is 0.353. (3) The peptide sequence is VILTDGPERVILAGP. The MHC is DRB1_0802 with pseudo-sequence DRB1_0802. The binding affinity (normalized) is 0.161. (4) The peptide sequence is RQLQKIERWFVRNPF. The MHC is DRB1_0901 with pseudo-sequence DRB1_0901. The binding affinity (normalized) is 0.529. (5) The peptide sequence is SSKLNKFISPKSVIG. The MHC is DRB1_0101 with pseudo-sequence DRB1_0101. The binding affinity (normalized) is 0.992. (6) The peptide sequence is AFKVAATAANAAPVN. The binding affinity (normalized) is 0.850. The MHC is DRB1_0701 with pseudo-sequence DRB1_0701. (7) The peptide sequence is AGLLRLLFHDCFANG. The MHC is DRB3_0101 with pseudo-sequence DRB3_0101. The binding affinity (normalized) is 0.348. (8) The peptide sequence is HYPLHLRYYRITYGE. The MHC is DRB1_0401 with pseudo-sequence DRB1_0401. The binding affinity (normalized) is 0.386. (9) The peptide sequence is AGAEPAGKATTEEQK. The MHC is HLA-DQA10102-DQB10602 with pseudo-sequence HLA-DQA10102-DQB10602. The binding affinity (normalized) is 0.345.